This data is from Reaction yield outcomes from USPTO patents with 853,638 reactions. The task is: Predict the reaction yield, written as a fraction of the theoretical maximum amount of product (1.0 means a 100% yield; for example, 0.34 means a 34% yield). (1) The reactants are [C:1]([N:5]1[C:14]2[C:9](=[CH:10][CH:11]=[CH:12][CH:13]=2)[CH2:8][CH2:7][CH:6]1[CH2:15][N:16]1[CH2:21][CH2:20][N:19]([C:22]2[CH:30]=[CH:29][CH:28]=[C:27]3[C:23]=2[CH:24]=[CH:25][NH:26]3)[CH2:18][CH2:17]1)(=[O:4])[CH:2]=[CH2:3].[CH2:31]([NH2:38])[C:32]1[CH:37]=[CH:36][CH:35]=[CH:34][CH:33]=1. The catalyst is O. The product is [CH2:31]([NH:38][CH2:3][CH2:2][C:1]([N:5]1[C:14]2[C:9](=[CH:10][CH:11]=[CH:12][CH:13]=2)[CH2:8][CH2:7][CH:6]1[CH2:15][N:16]1[CH2:21][CH2:20][N:19]([C:22]2[CH:30]=[CH:29][CH:28]=[C:27]3[C:23]=2[CH:24]=[CH:25][NH:26]3)[CH2:18][CH2:17]1)=[O:4])[C:32]1[CH:37]=[CH:36][CH:35]=[CH:34][CH:33]=1. The yield is 0.910. (2) The yield is 0.960. The reactants are ClC1C=C(C(OO)=[O:9])C=CC=1.[OH:12][CH2:13][CH:14]1[CH2:20][O:19][CH2:18][CH2:17][N:16]([C:21]([O:23][C:24]([CH3:27])([CH3:26])[CH3:25])=[O:22])[CH2:15]1.CC[CH2:30][CH2:31][CH2:32][CH3:33]. The catalyst is C(Cl)Cl. The product is [CH:32]1([CH2:33][O:12][CH2:13][C:14]2([OH:9])[CH2:20][O:19][CH2:18][CH2:17][N:16]([C:21]([O:23][C:24]([CH3:27])([CH3:26])[CH3:25])=[O:22])[CH2:15]2)[CH2:30][CH2:31]1. (3) The reactants are [Cl:1][CH2:2][CH2:3][CH2:4][CH2:5][CH2:6][CH:7]1[CH2:14][C:13]2[C:8]1=[CH:9][CH:10]=[C:11]([Si](C)(C)C)[CH:12]=2.FC(F)(F)C(O)=O. The catalyst is ClCCl. The product is [Cl:1][CH2:2][CH2:3][CH2:4][CH2:5][CH2:6][CH:7]1[CH2:14][C:13]2[C:8]1=[CH:9][CH:10]=[CH:11][CH:12]=2. The yield is 0.700.